Dataset: Forward reaction prediction with 1.9M reactions from USPTO patents (1976-2016). Task: Predict the product of the given reaction. (1) The product is: [CH:26]1([CH2:25][N:24]2[C:13]3[CH:14]=[CH:15][C:16]([S:18]([CH:21]([CH3:23])[CH3:22])(=[O:20])=[O:19])=[CH:17][C:12]=3[N:11]=[C:8]2[CH2:7][C:2]2([CH3:1])[CH2:6][CH2:5][CH2:4][CH2:3]2)[CH2:27][CH2:28]1. Given the reactants [CH3:1][C:2]1([CH2:7][C:8](Cl)=O)[CH2:6][CH2:5][CH2:4][CH2:3]1.[NH2:11][C:12]1[CH:17]=[C:16]([S:18]([CH:21]([CH3:23])[CH3:22])(=[O:20])=[O:19])[CH:15]=[CH:14][C:13]=1[NH:24][CH2:25][CH:26]1[CH2:28][CH2:27]1, predict the reaction product. (2) Given the reactants [C:1]1([CH:7]=[CH:8][CH:9]=[CH:10][CH:11]=O)[CH:6]=[CH:5][CH:4]=[CH:3][CH:2]=1.[H-].[Na+].[OH2:15].[O:16]1[CH2:20][CH2:19][CH2:18]C1, predict the reaction product. The product is: [C:1]1([CH:7]=[CH:8][CH:9]=[CH:10][CH:11]=[CH:18][CH2:19][C:20]([OH:16])=[O:15])[CH:2]=[CH:3][CH:4]=[CH:5][CH:6]=1.